Binary Classification. Given a miRNA mature sequence and a target amino acid sequence, predict their likelihood of interaction. From a dataset of Experimentally validated miRNA-target interactions with 360,000+ pairs, plus equal number of negative samples. (1) The miRNA is hsa-miR-182-5p with sequence UUUGGCAAUGGUAGAACUCACACU. The protein sequence of the target gene is MSCKKQRSRKHSVNEKCNMKIEHYFSPVSKEQQNNCSTSLMRMESRGDPRATTNTQAQRFHSPKKNPEDQTMPQNRTIYVTLKVNHRRNQDMKLKLTHSENSSLYMALNTLQAVRKEIETHQGQEMLVRGTEGIKEYINLGMPLSCFPEGGQVVITFSQSKSKQKEDNHIFGRQDKASTECVKFYIHAIGIGKCKRRIVKCGKLHKKGRKLCVYAFKGETIKDALCKDGRFLSFLENDDWKLIENNDTILESTQPVDELEGRYFQVEVEKRMVPSAAASQNPESEKRNTCVLREQIVAQY.... Result: 0 (no interaction). (2) The miRNA is hsa-miR-4529-3p with sequence AUUGGACUGCUGAUGGCCCGU. The protein sequence of the target gene is MGSDAWVGLWRPHRPRGPIAAHYGGPGPKYKLPPNTGYALHDPSRPRAPAFTFGARFPTQQTTCGPGPGHLVPARMTVRGTDGAPAYSIYGRPRRSAPFLTPGPGRYFPERAGNATYPSAPRHTIAPRNWGVQAEQQSPGPAAYTVPSLLGPRVIGKVSAPTCSIYGRRAAGSFFEDLSKTPGPCAYQVVSPGVYKSRAPQFTILARTSLPQDNTRKPGPAAYNVDQHRKPRGWSFGIRHSDYLAPLVTDADN. Result: 0 (no interaction). (3) The miRNA is mmu-miR-143-5p with sequence GGUGCAGUGCUGCAUCUCUGG. The protein sequence of the target gene is MLVLRCRLGTSFPKLDNLVPKGKMKILLVFLGLLGNSVAMPMHMPRMPGFSSKSEEMMRYNQFNFMNGPHMAHLGPFFGNGLPQQFPQYQMPMWPQPPPNTWHPRKSSAPKRHNKTDQTQETQKPNQTQSKKPPQKRPLKQPSHNQPQPEEEAQPPQAFPPFGNGLFPYQQPPWQIPQRLPPPGYGRPPISNEEGGNPYFGYFGYHGFGGRPPYYSEEMFEQDFEKPKEEDPPKAESPGTEPTANSTVTETNSTQPNPKGSQGGNDTSPTGNSTPGLNTGNNPPAQNGIGPLPAVNASGQ.... Result: 0 (no interaction). (4) Result: 0 (no interaction). The protein sequence of the target gene is MFNKSFGTPFGGSTGGFGTTSTFGQNTGFGTTSGGAFGTSAFGSSNNTGGLFGNSQTKPGGLFGTSSFSQPATSTSTGFGFGTSTGTSNSLFGTASTGTSLFSSQNNAFAQNKPTGFGNFGTSTSSGGLFGTTNTTSNPFGSTSGSLFGPSSFTAAPTGTTIKFNPPTGTDTMVKAGVSTNISTKHQCITAMKEYESKSLEELRLEDYQANRKGPQNQVGGGTTAGLFGSSPATSSATGLFSSSTTNSAFSYGQNKTAFGTSTTGFGTNPGGLFGQQNQQTTSLFSKPFGQATTTPNTGF.... The miRNA is hsa-miR-5692b with sequence AAUAAUAUCACAGUAGGUGU.